From a dataset of Forward reaction prediction with 1.9M reactions from USPTO patents (1976-2016). Predict the product of the given reaction. (1) Given the reactants [C:1]([O:5][C:6]([NH:8][CH2:9][C@H:10]1[CH2:15][CH2:14][C@H:13]([C:16]([NH:18][C@H:19]([C:37](=[O:50])[NH:38][C:39]2[CH:44]=[CH:43][C:42]([C:45]3[NH:49][N:48]=[N:47][N:46]=3)=[CH:41][CH:40]=2)[CH2:20][C:21]2[CH:22]=[CH:23][C:24]([CH3:36])=[C:25]([C:27]3[CH:32]=[CH:31][C:30]([C:33](O)=[O:34])=[CH:29][CH:28]=3)[CH:26]=2)=[O:17])[CH2:12][CH2:11]1)=[O:7])([CH3:4])([CH3:3])[CH3:2].[NH2:51][CH:52]1[CH2:57][CH2:56][N:55]([C:58]([O:60][C:61]([CH3:64])([CH3:63])[CH3:62])=[O:59])[CH2:54][CH2:53]1.F[P-](F)(F)(F)(F)F.CN(C(ON1C2=NC=CC=C2N=N1)=[N+](C)C)C.C(N(CC)C(C)C)(C)C, predict the reaction product. The product is: [C:1]([O:5][C:6]([NH:8][CH2:9][C@H:10]1[CH2:15][CH2:14][C@H:13]([C:16]([NH:18][C@H:19]([C:37](=[O:50])[NH:38][C:39]2[CH:44]=[CH:43][C:42]([C:45]3[NH:49][N:48]=[N:47][N:46]=3)=[CH:41][CH:40]=2)[CH2:20][C:21]2[CH:22]=[CH:23][C:24]([CH3:36])=[C:25]([C:27]3[CH:28]=[CH:29][C:30]([C:33]([NH:51][CH:52]4[CH2:53][CH2:54][N:55]([C:58]([O:60][C:61]([CH3:64])([CH3:63])[CH3:62])=[O:59])[CH2:56][CH2:57]4)=[O:34])=[CH:31][CH:32]=3)[CH:26]=2)=[O:17])[CH2:12][CH2:11]1)=[O:7])([CH3:4])([CH3:2])[CH3:3]. (2) Given the reactants Br[C:2]1[C:3](=[O:9])[C:4]([CH3:8])([CH3:7])[CH2:5][CH:6]=1.C(O)(=O)C.[C-:14]#[N:15].[K+], predict the reaction product. The product is: [CH3:7][C:4]1([CH3:8])[CH2:5][C:6]([C:14]#[N:15])=[CH:2][C:3]1=[O:9].